This data is from Forward reaction prediction with 1.9M reactions from USPTO patents (1976-2016). The task is: Predict the product of the given reaction. Given the reactants CS(Cl)(=O)=O.O[CH2:7][CH2:8][CH2:9][NH:10][C:11]([C:13]1[CH:21]=[C:20]2[C:16]([CH:17]=[CH:18][NH:19]2)=[C:15]([Br:22])[CH:14]=1)=[O:12].C(N(CC)CC)C.[NH:30]1[CH2:34][CH2:33][CH2:32][C@H:31]1[CH2:35][OH:36], predict the reaction product. The product is: [OH:36][CH2:35][C@@H:31]1[CH2:32][CH2:33][CH2:34][N:30]1[CH2:7][CH2:8][CH2:9][NH:10][C:11]([C:13]1[CH:21]=[C:20]2[C:16]([CH:17]=[CH:18][NH:19]2)=[C:15]([Br:22])[CH:14]=1)=[O:12].